From a dataset of Catalyst prediction with 721,799 reactions and 888 catalyst types from USPTO. Predict which catalyst facilitates the given reaction. (1) Reactant: [NH2:1][C@H:2]([C:7]([NH2:9])=[O:8])[CH2:3][CH:4]([CH3:6])[CH3:5].[CH:10](=O)[C:11]1[CH:16]=[CH:15][CH:14]=[CH:13][CH:12]=1.CCN(CC)CC.C([O-])([O-])=O.[K+].[K+]. Product: [CH2:3]([C@@H:2]1[NH:1][CH:10]([C:11]2[CH:16]=[CH:15][CH:14]=[CH:13][CH:12]=2)[NH:9][C:7]1=[O:8])[CH:4]([CH3:6])[CH3:5]. The catalyst class is: 14. (2) Reactant: [CH2:1]([NH:8][C:9]1[N:13]2[CH:14]=[C:15]([NH2:18])[CH:16]=[CH:17][C:12]2=[N:11][N:10]=1)[C:2]1[CH:7]=[CH:6][CH:5]=[CH:4][CH:3]=1.[CH3:19][O:20][C:21]1[CH:26]=[CH:25][C:24]([S:27](Cl)(=[O:29])=[O:28])=[CH:23][CH:22]=1. Product: [CH2:1]([NH:8][C:9]1[N:13]2[CH:14]=[C:15]([NH:18][S:27]([C:24]3[CH:23]=[CH:22][C:21]([O:20][CH3:19])=[CH:26][CH:25]=3)(=[O:29])=[O:28])[CH:16]=[CH:17][C:12]2=[N:11][N:10]=1)[C:2]1[CH:3]=[CH:4][CH:5]=[CH:6][CH:7]=1. The catalyst class is: 228. (3) Reactant: C([O:3][C:4]([C:6]1[C:7]2[CH:8]=[C:9]([CH2:15][C:16]([OH:34])([C:30]([F:33])([F:32])[F:31])[CH2:17][C:18]([C:21]3[CH:26]=[C:25]([F:27])[CH:24]=[CH:23][C:22]=3[O:28][CH3:29])([CH3:20])[CH3:19])[NH:10][C:11]=2[CH:12]=[CH:13][CH:14]=1)=[O:5])C.[OH-].[K+]. Product: [F:27][C:25]1[CH:24]=[CH:23][C:22]([O:28][CH3:29])=[C:21]([C:18]([CH3:19])([CH3:20])[CH2:17][C:16]([OH:34])([C:30]([F:32])([F:33])[F:31])[CH2:15][C:9]2[NH:10][C:11]3[CH:12]=[CH:13][CH:14]=[C:6]([C:4]([OH:5])=[O:3])[C:7]=3[CH:8]=2)[CH:26]=1. The catalyst class is: 24. (4) Reactant: Br[C:2]1[N:7]=[CH:6][C:5]([C:8]2[CH:9]=[CH:10][C:11]3[N:15]=[C:14]([C@@H:16]4[CH2:28][N:26]5[C:27]6[CH:19]([C@@H:20]([NH:29][C:30](=[O:33])[O:31][CH3:32])[CH2:21][CH2:22][C:23]=6[CH:24]=[CH:25]5)[C:18](=[O:34])[CH2:17]4)[NH:13][C:12]=3[CH:35]=2)=[CH:4][CH:3]=1.[F:36][C:37]1([F:73])[CH2:41][N:40]([C:42](=[O:52])[C@@H:43]([NH:47][C:48](=[O:51])[O:49][CH3:50])[CH:44]([CH3:46])[CH3:45])[C@H:39]([C:53]2[NH:54][C:55]([C:58]3[CH:63]=[CH:62][C:61](B4OC(C)(C)C(C)(C)O4)=[CH:60][CH:59]=3)=[CH:56][N:57]=2)[CH2:38]1.C(=O)(O)[O-].[Na+].C1(C)C=CC=CC=1. Product: [CH3:32][O:31][C:30](=[O:33])[NH:29][C@@H:20]1[CH:19]2[C:18](=[O:34])[CH2:17][C@H:16]([C:14]3[NH:13][C:12]4[CH:35]=[C:8]([C:5]5[CH:6]=[N:7][C:2]([C:61]6[CH:60]=[CH:59][C:58]([C:55]7[NH:54][C:53]([C@@H:39]8[CH2:38][C:37]([F:73])([F:36])[CH2:41][N:40]8[C:42](=[O:52])[C@@H:43]([NH:47][C:48]([O:49][CH3:50])=[O:51])[CH:44]([CH3:46])[CH3:45])=[N:57][CH:56]=7)=[CH:63][CH:62]=6)=[CH:3][CH:4]=5)[CH:9]=[CH:10][C:11]=4[N:15]=3)[CH2:28][N:26]3[C:27]2=[C:23]([CH:24]=[CH:25]3)[CH2:22][CH2:21]1. The catalyst class is: 97.